This data is from Full USPTO retrosynthesis dataset with 1.9M reactions from patents (1976-2016). The task is: Predict the reactants needed to synthesize the given product. Given the product [OH:6][CH:5]([CH:14]1[CH2:13][CH2:12][O:11][CH:15]1[O:19][CH:16]([CH3:18])[CH3:17])[C:4]([O:8][CH2:9][CH3:10])=[O:7], predict the reactants needed to synthesize it. The reactants are: ClCCl.[C:4]([O:8][CH2:9][CH3:10])(=[O:7])[CH:5]=[O:6].[O:11]1[CH:15]=[CH:14][CH2:13][CH2:12]1.[CH:16]([OH:19])([CH3:18])[CH3:17].C(=O)([O-])[O-].[K+].[K+].[C@H](O)(C([O-])=O)[C@@H](O)C([O-])=O.[Na+].[K+].O.